From a dataset of Forward reaction prediction with 1.9M reactions from USPTO patents (1976-2016). Predict the product of the given reaction. (1) Given the reactants Cl[C:2]1[N:11]=[C:10]([NH:12][CH2:13][C@@H:14]2[CH2:19][N:18]([C:20](=[O:24])[CH:21]([F:23])[F:22])[CH2:17][CH2:16][O:15]2)[C:9]2[C:4](=[N:5][CH:6]=[CH:7][N:8]=2)[CH:3]=1.C([O-])([O-])=O.[Cs+].[Cs+].[CH3:31][N:32]1[CH2:37][CH2:36][N:35]([C:38]2[CH:43]=[CH:42][C:41](B3OC(C)(C)C(C)(C)O3)=[CH:40][CH:39]=2)[CH2:34][CH2:33]1, predict the reaction product. The product is: [F:22][CH:21]([F:23])[C:20]([N:18]1[CH2:17][CH2:16][O:15][C@H:14]([CH2:13][NH:12][C:10]2[C:9]3[C:4](=[N:5][CH:6]=[CH:7][N:8]=3)[CH:3]=[C:2]([C:41]3[CH:40]=[CH:39][C:38]([N:35]4[CH2:36][CH2:37][N:32]([CH3:31])[CH2:33][CH2:34]4)=[CH:43][CH:42]=3)[N:11]=2)[CH2:19]1)=[O:24]. (2) The product is: [C:1]([C:3]1[NH:20][C:6]2[C:7]([C:14]([O:16][CH:17]([CH3:18])[CH3:19])=[O:15])=[CH:8][N:9]([C:27]([CH:24]3[CH2:25][CH2:26][O:21][CH2:22][CH2:23]3)=[O:28])[CH2:10][C:11]([CH3:13])([CH3:12])[C:5]=2[CH:4]=1)#[N:2]. Given the reactants [C:1]([C:3]1[NH:20][C:6]2[C:7]([C:14]([O:16][CH:17]([CH3:19])[CH3:18])=[O:15])=[CH:8][NH:9][CH2:10][C:11]([CH3:13])([CH3:12])[C:5]=2[CH:4]=1)#[N:2].[O:21]1[CH2:26][CH2:25][CH:24]([C:27](Cl)=[O:28])[CH2:23][CH2:22]1, predict the reaction product. (3) The product is: [N:26]([C@H:1]1[C:10]2[C:5](=[CH:6][CH:7]=[CH:8][CH:9]=2)[CH2:4][CH2:3][CH2:2]1)=[N+:27]=[N-:28]. Given the reactants [C@@H:1]1(O)[C:10]2[C:5](=[CH:6][CH:7]=[CH:8][CH:9]=2)[CH2:4][CH2:3][CH2:2]1.C1(P([N:26]=[N+:27]=[N-:28])(C2C=CC=CC=2)=O)C=CC=CC=1.C1(C2CCCCCCCCCC=2)CCCCCCCCNN=1.O, predict the reaction product. (4) The product is: [CH3:30][O:29][C:25](=[O:28])[CH2:26][CH2:27][N:10]1[C:9]2[CH:8]=[CH:7][CH:6]=[C:5]([C:1]([CH3:4])([CH3:3])[CH3:2])[C:14]=2[O:13][CH:12]([CH:15]([CH3:16])[CH3:17])[C:11]1=[O:18]. Given the reactants [C:1]([C:5]1[C:14]2[O:13][CH:12]([CH:15]([CH3:17])[CH3:16])[C:11](=[O:18])[NH:10][C:9]=2[CH:8]=[CH:7][CH:6]=1)([CH3:4])([CH3:3])[CH3:2].C(=O)([O-])[O-].[K+].[K+].[C:25]([O:29][CH3:30])(=[O:28])[CH:26]=[CH2:27].C(O)(=O)CC(CC(O)=O)(C(O)=O)O, predict the reaction product.